Dataset: Full USPTO retrosynthesis dataset with 1.9M reactions from patents (1976-2016). Task: Predict the reactants needed to synthesize the given product. (1) Given the product [Cl:1][C:2]1[CH:3]=[CH:4][C:5]([CH2:6][NH:7][C:8]([C:10]2[C:11](=[O:26])[C:12]3[S:19][C:18]([CH:51]=[O:52])=[C:17]([CH2:20][O:21][CH2:22][CH2:23][O:24][CH3:25])[C:13]=3[N:14]([CH3:16])[CH:15]=2)=[O:9])=[CH:27][CH:28]=1, predict the reactants needed to synthesize it. The reactants are: [Cl:1][C:2]1[CH:28]=[CH:27][C:5]([CH2:6][NH:7][C:8]([C:10]2[C:11](=[O:26])[C:12]3[S:19][CH:18]=[C:17]([CH2:20][O:21][CH2:22][CH2:23][O:24][CH3:25])[C:13]=3[N:14]([CH3:16])[CH:15]=2)=[O:9])=[CH:4][CH:3]=1.[Li+].CC([N-]C(C)C)C.C(NC(C)C)(C)C.C([Li])CCC.C1C[O:52][CH2:51]C1. (2) Given the product [Cl:27][C:28]1[S:32][C:31]([S:33]([N:36]2[CH2:40][CH2:39][CH:38]([OH:41])[CH2:37]2)(=[O:35])=[O:34])=[CH:30][C:29]=1[NH:42][C:12]([C:11]1[CH:10]=[N:9][N:8]2[C:3]([C:2]([F:26])([F:25])[F:1])=[CH:4][C:5]([C:15]3[CH:20]=[CH:19][C:18]([C:21]([F:24])([F:22])[F:23])=[CH:17][CH:16]=3)=[N:6][C:7]=12)=[O:13], predict the reactants needed to synthesize it. The reactants are: [F:1][C:2]([F:26])([F:25])[C:3]1[N:8]2[N:9]=[CH:10][C:11]([C:12](O)=[O:13])=[C:7]2[N:6]=[C:5]([C:15]2[CH:20]=[CH:19][C:18]([C:21]([F:24])([F:23])[F:22])=[CH:17][CH:16]=2)[CH:4]=1.[Cl:27][C:28]1[S:32][C:31]([S:33]([N:36]2[CH2:40][CH2:39][CH:38]([OH:41])[CH2:37]2)(=[O:35])=[O:34])=[CH:30][C:29]=1[N+:42]([O-])=O. (3) Given the product [F:28][C:29]1[CH:30]=[C:31]([C:32]([N:8]2[CH2:13][CH2:12][C@H:11]([N:25]3[CH2:26][CH2:27][N:22]([CH3:21])[CH2:23][CH2:24]3)[C@H:10]([C:15]3[CH:16]=[CH:17][CH:18]=[CH:19][CH:20]=3)[CH2:9]2)=[O:33])[CH:35]=[C:36]([F:38])[CH:37]=1, predict the reactants needed to synthesize it. The reactants are: C([N:8]1[CH2:13][CH2:12][C:11](=O)[CH:10]([C:15]2[CH:20]=[CH:19][CH:18]=[CH:17][CH:16]=2)[CH2:9]1)C1C=CC=CC=1.[CH3:21][N:22]1[CH2:27][CH2:26][NH:25][CH2:24][CH2:23]1.[F:28][C:29]1[CH:30]=[C:31]([CH:35]=[C:36]([F:38])[CH:37]=1)[C:32](Cl)=[O:33]. (4) Given the product [O:19]1[CH:20]=[CH:21][C:17]([CH2:16][O:15][C:12]2[CH:11]=[CH:10][CH:9]=[C:8]3[C:13]=2[CH:14]=[C:6]([C:4]([OH:5])=[O:3])[NH:7]3)=[CH:18]1, predict the reactants needed to synthesize it. The reactants are: C([O:3][C:4]([C:6]1[NH:7][C:8]2[C:13]([CH:14]=1)=[C:12]([O:15][CH2:16][C:17]1[CH:21]=[CH:20][O:19][CH:18]=1)[CH:11]=[CH:10][CH:9]=2)=[O:5])C.[OH-].[K+].CCO. (5) Given the product [F:21][C:20]1([F:23])[CH2:3][CH:2]1[CH2:1][C:4]1([OH:17])[CH2:9][CH2:8][N:7]([C:10]([O:12][C:13]([CH3:16])([CH3:15])[CH3:14])=[O:11])[CH2:6][CH2:5]1, predict the reactants needed to synthesize it. The reactants are: [CH2:1]([C:4]1([OH:17])[CH2:9][CH2:8][N:7]([C:10]([O:12][C:13]([CH3:16])([CH3:15])[CH3:14])=[O:11])[CH2:6][CH2:5]1)[CH:2]=[CH2:3].C[Si](C)(C)[C:20]([F:23])(F)[F:21].C1COCC1. (6) Given the product [Cl:1][C:2]1[CH:17]=[CH:16][C:5]2[NH:6][C:7]3[CH:15]=[CH:14][CH:13]=[CH:12][C:8]=3[C:9]([Cl:20])=[N:10][C:4]=2[CH:3]=1, predict the reactants needed to synthesize it. The reactants are: [Cl:1][C:2]1[CH:17]=[CH:16][C:5]2[NH:6][C:7]3[CH:15]=[CH:14][CH:13]=[CH:12][C:8]=3[C:9](=O)[NH:10][C:4]=2[CH:3]=1.O=P(Cl)(Cl)[Cl:20].C1(C)C=CC=CC=1. (7) Given the product [Cl:33][C:27]1[CH:28]=[C:29]([Cl:32])[CH:30]=[CH:31][C:26]=1[C:16]1[N:15]([C:12]2[CH:11]=[CH:10][C:9]([OH:8])=[CH:14][CH:13]=2)[C:19]([CH3:20])=[C:18]([C:21]([O:23][CH2:24][CH3:25])=[O:22])[N:17]=1, predict the reactants needed to synthesize it. The reactants are: C([O:8][C:9]1[CH:14]=[CH:13][C:12]([N:15]2[C:19]([CH3:20])=[C:18]([C:21]([O:23][CH2:24][CH3:25])=[O:22])[N:17]=[C:16]2[C:26]2[CH:31]=[CH:30][C:29]([Cl:32])=[CH:28][C:27]=2[Cl:33])=[CH:11][CH:10]=1)C1C=CC=CC=1. (8) Given the product [N:24]12[CH2:29][CH2:28][CH:27]([CH2:26][CH2:25]1)[C@H:22]([NH:21][C:16]([C:14]1[CH:15]=[C:2]([Cl:1])[CH:3]=[C:4]3[O:8][C:7]([C:9]4[CH:13]=[CH:12][S:11][CH:10]=4)=[N:6][C:5]=13)=[O:18])[CH2:23]2, predict the reactants needed to synthesize it. The reactants are: [Cl:1][C:2]1[CH:3]=[C:4]2[O:8][C:7]([C:9]3[CH:13]=[CH:12][S:11][CH:10]=3)=[N:6][C:5]2=[C:14]([C:16]([OH:18])=O)[CH:15]=1.Cl.Cl.[NH2:21][C@H:22]1[CH:27]2[CH2:28][CH2:29][N:24]([CH2:25][CH2:26]2)[CH2:23]1.Cl.C(N=C=NCCCN(C)C)C.ON1C2C=CC=CC=2N=N1.C(N(CC)CC)C. (9) Given the product [S:18]1[CH:19]=[C:15]([C@@H:13]2[CH2:14][C@H:12]2[CH:10]=[O:11])[C:16]2[CH:23]=[CH:22][CH:21]=[CH:20][C:17]1=2, predict the reactants needed to synthesize it. The reactants are: [H-].[Al+3].[Li+].[H-].[H-].[H-].CON(C)[C:10]([CH:12]1[CH2:14][CH:13]1[C:15]1[C:16]2[CH:23]=[CH:22][CH:21]=[CH:20][C:17]=2[S:18][CH:19]=1)=[O:11]. (10) Given the product [Br:1][C:2]1[CH:3]=[CH:4][C:5]([S:8]([N:11]2[CH2:16][CH2:15][C:14]([NH:19][C:20](=[O:26])[O:21][C:22]([CH3:23])([CH3:24])[CH3:25])([CH2:17][NH:30][CH:27]3[CH2:29][CH2:28]3)[CH2:13][CH2:12]2)(=[O:9])=[O:10])=[CH:6][CH:7]=1, predict the reactants needed to synthesize it. The reactants are: [Br:1][C:2]1[CH:7]=[CH:6][C:5]([S:8]([N:11]2[CH2:16][CH2:15][C:14]([NH:19][C:20](=[O:26])[O:21][C:22]([CH3:25])([CH3:24])[CH3:23])([CH:17]=O)[CH2:13][CH2:12]2)(=[O:10])=[O:9])=[CH:4][CH:3]=1.[CH:27]1([NH2:30])[CH2:29][CH2:28]1.C(O[BH-](OC(=O)C)OC(=O)C)(=O)C.[Na+].